From a dataset of Reaction yield outcomes from USPTO patents with 853,638 reactions. Predict the reaction yield, written as a fraction of the theoretical maximum amount of product (1.0 means a 100% yield; for example, 0.34 means a 34% yield). (1) The reactants are [NH2:1][C:2]1[CH:7]=[C:6]([C:8]#[N:9])[C:5]([C:10]#[N:11])=[CH:4][C:3]=1[NH2:12].C(O)CCCC.[CH2:19]([CH:25]([CH2:28][CH2:29][CH2:30][CH2:31][CH2:32][CH3:33])[CH:26]=O)[CH2:20][CH2:21][CH2:22]CC.O=O. The catalyst is CN1C(=O)CCC1. The product is [C:10]([C:5]1[C:6]([C:8]#[N:9])=[CH:7][C:2]2[N:1]=[C:26]([CH:25]([CH2:19][CH2:20][CH2:21][CH3:22])[CH2:28][CH2:29][CH2:30][CH2:31][CH2:32][CH3:33])[NH:12][C:3]=2[CH:4]=1)#[N:11]. The yield is 0.810. (2) The reactants are [Br:1][C:2]1[CH:3]=[C:4]([CH:13]=[CH:14][CH:15]=1)/[CH:5]=[N:6]/[S@@:7]([C:9]([CH3:12])([CH3:11])[CH3:10])=[O:8].[Li][C:17]1[CH:18]=[CH:19][CH:20]=[CH:21][CH:22]=1. The catalyst is C1COCC1. The product is [Br:1][C:2]1[CH:3]=[C:4]([C@@H:5]([C:17]2[CH:18]=[CH:19][CH:20]=[CH:21][CH:22]=2)[NH:6][S@@:7]([C:9]([CH3:11])([CH3:12])[CH3:10])=[O:8])[CH:13]=[CH:14][CH:15]=1. The yield is 0.770. (3) The reactants are Br[C:2]1[CH:3]=[C:4]2[C:9](=[CH:10][CH:11]=1)[NH:8][C:7](=[O:12])[CH2:6][N:5]2[CH:13]([CH3:15])[CH3:14].[H-].[Na+].C([Li])CCC.[B:23](OC(C)C)([O:28]C(C)C)[O:24]C(C)C.Cl. The catalyst is C1COCC1.C(OCC)(=O)C. The product is [CH:13]([N:5]1[C:4]2[C:9](=[CH:10][CH:11]=[C:2]([B:23]([OH:28])[OH:24])[CH:3]=2)[NH:8][C:7](=[O:12])[CH2:6]1)([CH3:15])[CH3:14]. The yield is 0.500. (4) The reactants are Br[C:2]1[CH:3]=[C:4]2[C:9]([NH:10][C@H:11]3[CH2:16][CH2:15][CH2:14][CH2:13][C@@:12]3([OH:18])[CH3:17])=[C:8]([C:19]([NH2:21])=[O:20])[CH:7]=[N:6][N:5]2[CH:22]=1.[C:23]1(B(O)O)[CH:28]=[CH:27][CH:26]=[CH:25][CH:24]=1.C1(P(C2CCCCC2)C2C=CC=CC=2C2C(C(C)C)=CC(C(C)C)=CC=2C(C)C)CCCCC1.[O-]P([O-])([O-])=O.[K+].[K+].[K+]. The catalyst is CN(C=O)C.CC([O-])=O.CC([O-])=O.[Pd+2]. The product is [OH:18][C@@:12]1([CH3:17])[CH2:13][CH2:14][CH2:15][CH2:16][C@@H:11]1[NH:10][C:9]1[C:4]2[N:5]([CH:22]=[C:2]([C:23]3[CH:28]=[CH:27][CH:26]=[CH:25][CH:24]=3)[CH:3]=2)[N:6]=[CH:7][C:8]=1[C:19]([NH2:21])=[O:20]. The yield is 0.520. (5) The reactants are [Cl:1][C:2]1[CH:7]=[CH:6][C:5]([C:8]2[N:9]=[C:10]([C:14]3[CH:19]=[CH:18][CH:17]=[CH:16][CH:15]=3)[S:11][C:12]=2[CH3:13])=[CH:4][CH:3]=1.[Br:20]N1C(=O)CCC1=O.N(C(C)(C)C#N)=NC(C)(C)C#N. The catalyst is C(Cl)(Cl)(Cl)Cl. The product is [Br:20][CH2:13][C:12]1[S:11][C:10]([C:14]2[CH:15]=[CH:16][CH:17]=[CH:18][CH:19]=2)=[N:9][C:8]=1[C:5]1[CH:4]=[CH:3][C:2]([Cl:1])=[CH:7][CH:6]=1. The yield is 0.690. (6) The yield is 0.530. The catalyst is C(Cl)Cl. The reactants are [NH2:1][C:2]1[N:7]=[C:6]([NH:8][C@H:9]([C:11]2[N:16]=[C:15]3[CH:17]=[CH:18][N:19]([CH3:20])[C:14]3=[CH:13][C:12]=2[CH:21]2[CH2:26][CH2:25][CH:24]([NH:27]C(=O)OC(C)(C)C)[CH2:23][CH2:22]2)[CH3:10])[C:5]([C:35]#[N:36])=[C:4]([CH3:37])[N:3]=1.C(O)(C(F)(F)F)=O. The product is [NH2:1][C:2]1[N:7]=[C:6]([NH:8][C@H:9]([C:11]2[N:16]=[C:15]3[CH:17]=[CH:18][N:19]([CH3:20])[C:14]3=[CH:13][C:12]=2[CH:21]2[CH2:26][CH2:25][CH:24]([NH2:27])[CH2:23][CH2:22]2)[CH3:10])[C:5]([C:35]#[N:36])=[C:4]([CH3:37])[N:3]=1. (7) The reactants are [NH2:1][C:2]1[N:7]=[C:6](Cl)[CH:5]=[C:4]([CH2:9][CH3:10])[N:3]=1.[F:11][C:12]1[CH:13]=[C:14]([CH:16]=[CH:17][C:18]=1[S:19][C:20]1[CH:25]=[CH:24][N:23]=[CH:22][CH:21]=1)[NH2:15]. The catalyst is Cl. The product is [CH2:9]([C:4]1[N:3]=[C:2]([NH2:1])[N:7]=[C:6]([NH:15][C:14]2[CH:16]=[CH:17][C:18]([S:19][C:20]3[CH:25]=[CH:24][N:23]=[CH:22][CH:21]=3)=[C:12]([F:11])[CH:13]=2)[CH:5]=1)[CH3:10]. The yield is 0.340.